This data is from NCI-60 drug combinations with 297,098 pairs across 59 cell lines. The task is: Regression. Given two drug SMILES strings and cell line genomic features, predict the synergy score measuring deviation from expected non-interaction effect. (1) Drug 1: CC1C(C(CC(O1)OC2CC(OC(C2O)C)OC3=CC4=CC5=C(C(=O)C(C(C5)C(C(=O)C(C(C)O)O)OC)OC6CC(C(C(O6)C)O)OC7CC(C(C(O7)C)O)OC8CC(C(C(O8)C)O)(C)O)C(=C4C(=C3C)O)O)O)O. Drug 2: CC12CCC3C(C1CCC2O)C(CC4=C3C=CC(=C4)O)CCCCCCCCCS(=O)CCCC(C(F)(F)F)(F)F. Cell line: BT-549. Synergy scores: CSS=47.5, Synergy_ZIP=-1.40, Synergy_Bliss=-2.59, Synergy_Loewe=-27.0, Synergy_HSA=-1.26. (2) Drug 1: C1CCC(C1)C(CC#N)N2C=C(C=N2)C3=C4C=CNC4=NC=N3. Drug 2: COCCOC1=C(C=C2C(=C1)C(=NC=N2)NC3=CC=CC(=C3)C#C)OCCOC.Cl. Cell line: SF-268. Synergy scores: CSS=4.89, Synergy_ZIP=5.20, Synergy_Bliss=12.0, Synergy_Loewe=5.49, Synergy_HSA=7.03. (3) Synergy scores: CSS=0.274, Synergy_ZIP=0.280, Synergy_Bliss=0.352, Synergy_Loewe=0.725, Synergy_HSA=-0.416. Cell line: IGROV1. Drug 1: CC(C)NC(=O)C1=CC=C(C=C1)CNNC.Cl. Drug 2: C(CN)CNCCSP(=O)(O)O.